From a dataset of Forward reaction prediction with 1.9M reactions from USPTO patents (1976-2016). Predict the product of the given reaction. (1) Given the reactants C(=O)([O-])[O-].[Cs+].[Cs+].Cl[C:8]1[N:9]=[C:10]2[C:16]([C:17]3[CH:22]=[CH:21][CH:20]=[CH:19][CH:18]=3)=[C:15]([C:23]3[CH:28]=[CH:27][C:26]([C:29]4([NH:33][C:34](=[O:40])[O:35][C:36]([CH3:39])([CH3:38])[CH3:37])[CH2:32][CH2:31][CH2:30]4)=[CH:25][CH:24]=3)[O:14][C:11]2=[N:12][CH:13]=1.[C:41]([NH:44][C:45]1[CH:46]=[C:47](B(O)O)[CH:48]=[CH:49][CH:50]=1)(=[O:43])[CH3:42], predict the reaction product. The product is: [C:41]([NH:44][C:45]1[CH:50]=[C:49]([C:8]2[N:9]=[C:10]3[C:16]([C:17]4[CH:22]=[CH:21][CH:20]=[CH:19][CH:18]=4)=[C:15]([C:23]4[CH:24]=[CH:25][C:26]([C:29]5([NH:33][C:34](=[O:40])[O:35][C:36]([CH3:37])([CH3:38])[CH3:39])[CH2:32][CH2:31][CH2:30]5)=[CH:27][CH:28]=4)[O:14][C:11]3=[N:12][CH:13]=2)[CH:48]=[CH:47][CH:46]=1)(=[O:43])[CH3:42]. (2) Given the reactants [CH3:1][O:2][C:3]1[CH:17]=[C:16]([O:18][CH3:19])[CH:15]=[CH:14][C:4]=1[CH2:5][NH:6][C:7]1[CH:12]=[CH:11][N:10]=[C:9](F)[N:8]=1.[CH2:20]([OH:27])[C:21]1[CH:26]=[CH:25][CH:24]=[CH:23][CH:22]=1.[H-].[Na+].[Cl-].[NH4+], predict the reaction product. The product is: [CH2:20]([O:27][C:9]1[N:8]=[C:7]([NH:6][CH2:5][C:4]2[CH:14]=[CH:15][C:16]([O:18][CH3:19])=[CH:17][C:3]=2[O:2][CH3:1])[CH:12]=[CH:11][N:10]=1)[C:21]1[CH:26]=[CH:25][CH:24]=[CH:23][CH:22]=1. (3) Given the reactants C(OC(N[C@H](C(O)=O)C(C)C)=O)(C)(C)C.C(OC(NC(C(C)(C)C)C(O)=O)=O)(C)(C)C.C1(N)CCCCC1.C(OC(=O)NC(C(=O)NC1C2C(=CC=CC=2)CC1O)C(C)(C)C)(C)(C)C.ClNC(=O)[O-].C([O:72][C:73]([C:75]1([NH:80][C:81]([CH:83]2[CH2:87][CH:86]([O:88][C:89]3[C:98]4[C:93](=[CH:94][C:95]([O:99][CH3:100])=[CH:96][CH:97]=4)[N:92]=[C:91]([C:101]4[CH:106]=[CH:105][CH:104]=[CH:103][CH:102]=4)[CH:90]=3)[CH2:85][N:84]2[C:107](=[O:127])[NH:108][CH:109]([C:114](=[O:126])[NH:115][CH:116]2[C:124]3[C:119](=[CH:120][CH:121]=[CH:122][CH:123]=3)CC2O)[C:110](C)([CH3:112])[CH3:111])=[O:82])[CH2:77][CH:76]1[CH:78]=[CH2:79])=[O:74])C, predict the reaction product. The product is: [CH:124]1([CH2:116][NH:115][C:114]([C@@H:109]([NH:108][C:107]([N:84]2[CH2:85][C@H:86]([O:88][C:89]3[C:98]4[C:93](=[CH:94][C:95]([O:99][CH3:100])=[CH:96][CH:97]=4)[N:92]=[C:91]([C:101]4[CH:106]=[CH:105][CH:104]=[CH:103][CH:102]=4)[CH:90]=3)[CH2:87][C@H:83]2[C:81]([NH:80][C:75]2([C:73]([OH:74])=[O:72])[CH2:77][CH:76]2[CH:78]=[CH2:79])=[O:82])=[O:127])[CH:110]([CH3:111])[CH3:112])=[O:126])[CH2:119][CH2:120][CH2:121][CH2:122][CH2:123]1. (4) Given the reactants [CH3:1][S:2]([N:5]1[CH2:10][CH2:9][CH2:8][C@H:7]([NH:11][C:12]2[C:17]([C:18]3[N:19]=[C:20]4[CH:26]=[CH:25][N:24](COCC[Si](C)(C)C)[C:21]4=[N:22][CH:23]=3)=[CH:16][N:15]=[C:14](S(C)(=O)=O)[N:13]=2)[CH2:6]1)(=[O:4])=[O:3].[NH:39]1[CH2:44][CH2:43][CH:42]([CH2:45][C:46]([OH:48])=[O:47])[CH2:41][CH2:40]1.CS(C)(=O)=O, predict the reaction product. The product is: [CH3:1][S:2]([N:5]1[CH2:10][CH2:9][CH2:8][C@H:7]([NH:11][C:12]2[C:17]([C:18]3[N:19]=[C:20]4[CH:26]=[CH:25][NH:24][C:21]4=[N:22][CH:23]=3)=[CH:16][N:15]=[C:14]([N:39]3[CH2:44][CH2:43][CH:42]([CH2:45][C:46]([OH:48])=[O:47])[CH2:41][CH2:40]3)[N:13]=2)[CH2:6]1)(=[O:4])=[O:3]. (5) Given the reactants [F:1][C:2]1[CH:29]=[CH:28][C:5]([CH2:6][NH:7][C:8]([N:10]2[CH2:15][CH2:14][N:13]([C:16]3[CH:17]=[N:18][CH:19]=[CH:20][C:21]=3[N:22]3[CH:26]=[C:25]([CH3:27])[CH:24]=[N:23]3)[CH2:12][CH2:11]2)=[O:9])=[CH:4][CH:3]=1.C1OCCOCCOCCOCCOC1.[H-].[Na+].CC1C=CC(S(O[CH2:58][CH2:59][F:60])(=O)=O)=CC=1.[Cl-].[NH4+], predict the reaction product. The product is: [F:1][C:2]1[CH:29]=[CH:28][C:5]([CH2:6][N:7]([CH2:58][CH2:59][F:60])[C:8]([N:10]2[CH2:15][CH2:14][N:13]([C:16]3[CH:17]=[N:18][CH:19]=[CH:20][C:21]=3[N:22]3[CH:26]=[C:25]([CH3:27])[CH:24]=[N:23]3)[CH2:12][CH2:11]2)=[O:9])=[CH:4][CH:3]=1. (6) Given the reactants [N+:1]([O-])([O-])=O.[Na+].[Br:6][C:7]1[CH:8]=[CH:9][C:10]([F:14])=[C:11]([CH:13]=1)[NH2:12].O.O.[Sn](Cl)Cl.[OH-].[Na+], predict the reaction product. The product is: [Br:6][C:7]1[CH:8]=[CH:9][C:10]([F:14])=[C:11]([NH:12][NH2:1])[CH:13]=1. (7) Given the reactants [CH3:1][O:2][C:3]1[CH:4]=[C:5]([OH:9])[CH:6]=[N:7][CH:8]=1.CN([CH:13]=[O:14])C.[CH3:15]C(C)([O-])C.[K+].COC(Cl)Cl, predict the reaction product. The product is: [CH3:15][O:9][C:5]1[CH:6]=[N:7][CH:8]=[C:3]([O:2][CH2:1][O:14][CH3:13])[CH:4]=1. (8) Given the reactants C[Si]([C:5]#[C:6][C:7]1[CH:12]=[CH:11][C:10]([C:13]2[C:32]3[NH:33][C:29](=[CH:30][CH:31]=3)[C:28]([C:34]3[CH:39]=[CH:38][C:37]([C:40]#[C:41][Si](C)(C)C)=[CH:36][CH:35]=3)=[C:27]3[N:46]=[C:24]([CH:25]=[CH:26]3)[C:23]([C:47]3[CH:52]=[CH:51][C:50]([C:53]#[C:54][Si](C)(C)C)=[CH:49][CH:48]=3)=[C:22]3[NH:59][C:19]([CH:20]=[CH:21]3)=[C:18]([C:60]3[CH:65]=[CH:64][C:63]([C:66]#[C:67][Si](C)(C)C)=[CH:62][CH:61]=3)[C:17]3=[N:72][C:14]=2[CH:15]=[CH:16]3)=[CH:9][CH:8]=1)(C)C.CC(C)=O.[F-].C([N+](CCCC)(CCCC)CCCC)CCC.O1CCCC1, predict the reaction product. The product is: [C:53]([C:50]1[CH:49]=[CH:48][C:47]([C:23]2[C:22]3[NH:59][C:19](=[CH:20][CH:21]=3)[C:18]([C:60]3[CH:65]=[CH:64][C:63]([C:66]#[CH:67])=[CH:62][CH:61]=3)=[C:17]3[N:72]=[C:14]([CH:15]=[CH:16]3)[C:13]([C:10]3[CH:11]=[CH:12][C:7]([C:6]#[CH:5])=[CH:8][CH:9]=3)=[C:32]3[NH:33][C:29]([CH:30]=[CH:31]3)=[C:28]([C:34]3[CH:35]=[CH:36][C:37]([C:40]#[CH:41])=[CH:38][CH:39]=3)[C:27]3=[N:46][C:24]=2[CH:25]=[CH:26]3)=[CH:52][CH:51]=1)#[CH:54].